Predict which catalyst facilitates the given reaction. From a dataset of Catalyst prediction with 721,799 reactions and 888 catalyst types from USPTO. Reactant: [CH3:1][C:2]1[C:6]([O:7][C:8]2[CH:13]=[CH:12][C:11]([CH2:14][OH:15])=[CH:10][CH:9]=2)=[C:5]([CH3:16])[N:4]([C:17]2[N:22]=[C:21]([C:23]3[CH:28]=[CH:27][CH:26]=[CH:25][N:24]=3)[CH:20]=[CH:19][N:18]=2)[N:3]=1.CC(OI1(OC(C)=O)(OC(C)=O)OC(=O)C2C=CC=CC1=2)=O. Product: [CH3:1][C:2]1[C:6]([O:7][C:8]2[CH:9]=[CH:10][C:11]([CH:14]=[O:15])=[CH:12][CH:13]=2)=[C:5]([CH3:16])[N:4]([C:17]2[N:22]=[C:21]([C:23]3[CH:28]=[CH:27][CH:26]=[CH:25][N:24]=3)[CH:20]=[CH:19][N:18]=2)[N:3]=1. The catalyst class is: 22.